From a dataset of Experimentally validated miRNA-target interactions with 360,000+ pairs, plus equal number of negative samples. Binary Classification. Given a miRNA mature sequence and a target amino acid sequence, predict their likelihood of interaction. The miRNA is hsa-miR-146b-5p with sequence UGAGAACUGAAUUCCAUAGGCUG. The protein sequence of the target gene is MSNEPPPPYPGGPTAPLLEEKSGAPLTPGRTSPAVMQPPPGMPLPSADIAPPPYEPPGQPVPQPGFVPPHMNADGTYMPAGFYPPPGPHPPMGYYPPGPYPPGPYPGPGGHTATVLVPSGAATTVTVLQGEIFEGAPVQTVCPHCQQAITTKISYEIGLMNFVLGFFCCFMGCDLGCCLIPCLINDFKDVTHTCPSCKAYICTYKRLC. Result: 0 (no interaction).